Predict the product of the given reaction. From a dataset of Forward reaction prediction with 1.9M reactions from USPTO patents (1976-2016). (1) The product is: [CH3:1][C:2]1[N:3]([CH2:14][C:15]2[CH:16]=[CH:17][C:18]([C:19]([O:21][CH3:22])=[O:20])=[CH:23][CH:24]=2)[C:4]2[CH2:5][CH2:6][CH:7]([CH2:13][N:25]3[CH2:30][CH2:29][O:28][CH2:27][CH2:26]3)[C:8](=[O:12])[C:9]=2[C:10]=1[CH3:11]. Given the reactants [CH3:1][C:2]1[N:3]([CH2:14][C:15]2[CH:24]=[CH:23][C:18]([C:19]([O:21][CH3:22])=[O:20])=[CH:17][CH:16]=2)[C:4]2[CH2:5][CH2:6][C:7](=[CH2:13])[C:8](=[O:12])[C:9]=2[C:10]=1[CH3:11].[NH:25]1[CH2:30][CH2:29][O:28][CH2:27][CH2:26]1, predict the reaction product. (2) The product is: [CH3:36][N:37]([CH3:38])[C:2]1[N:7]=[C:6]([C:8]2[C:12]3[CH:13]=[C:14]4[C:27](=[C:28]([F:29])[C:11]=3[O:10][N:9]=2)[N:26]2[CH2:30][C@@H:31]([CH3:35])[O:32][C@@H:33]([CH3:34])[C@@H:25]2[C:16]2([C:21](=[O:22])[NH:20][C:19](=[O:23])[NH:18][C:17]2=[O:24])[CH2:15]4)[CH:5]=[N:4][CH:3]=1. Given the reactants Cl[C:2]1[N:7]=[C:6]([C:8]2[C:12]3[CH:13]=[C:14]4[C:27](=[C:28]([F:29])[C:11]=3[O:10][N:9]=2)[N:26]2[CH2:30][C@@H:31]([CH3:35])[O:32][C@@H:33]([CH3:34])[C@@H:25]2[C:16]2([C:21](=[O:22])[NH:20][C:19](=[O:23])[NH:18][C:17]2=[O:24])[CH2:15]4)[CH:5]=[N:4][CH:3]=1.[CH3:36][NH:37][CH3:38], predict the reaction product. (3) The product is: [Si:12]([O:6][CH2:1]/[CH:2]=[CH:3]\[CH2:4][OH:5])([C:15]([CH3:18])([CH3:17])[CH3:16])([CH3:14])[CH3:13]. Given the reactants [CH:1](/[OH:6])=[CH:2]/[CH2:3][CH2:4][OH:5].N1C=CN=C1.[Si:12](Cl)([C:15]([CH3:18])([CH3:17])[CH3:16])([CH3:14])[CH3:13], predict the reaction product.